Predict the reactants needed to synthesize the given product. From a dataset of Full USPTO retrosynthesis dataset with 1.9M reactions from patents (1976-2016). (1) Given the product [CH3:1][N:2]1[C@@H:6]2[CH2:7][C@@H:8]([O:10][C:11]([CH:13]([C:16]3[CH:17]=[CH:18][CH:19]=[CH:20][CH:21]=3)[CH2:14][OH:15])=[O:12])[CH2:9][C@H:3]1[CH2:4][CH2:5]2.[OH:67][S:65]([OH:68])(=[O:66])=[O:64], predict the reactants needed to synthesize it. The reactants are: [CH3:1][N:2]1[C@@H:6]2[CH2:7][C@@H:8]([O:10][C:11]([CH:13]([C:16]3[CH:17]=[CH:18][CH:19]=[CH:20][CH:21]=3)[CH2:14][OH:15])=[O:12])[CH2:9][C@H:3]1[CH2:4][CH2:5]2.OCC(C1C=CC=CC=1)C(OC1CC2N(C)C(CC2)C1)=O.CN1[C@@H]2CC(OC([C@@H](C3C=CC=CC=3)CO)=O)C[C@@H]1CC2.[OH:64][S:65]([OH:68])(=[O:67])=[O:66].O. (2) The reactants are: Cl[C:2]1[N:7]=[C:6]([NH:8][CH:9]2[CH2:12][C:11]([F:14])([F:13])[CH2:10]2)[N:5]=[C:4]([NH:15][C:16]2[CH:21]=[CH:20][N:19]=[C:18]([C:22]([F:25])([F:24])[F:23])[CH:17]=2)[N:3]=1.[C-:26]#[N:27].[Na+]. Given the product [F:13][C:11]1([F:14])[CH2:12][CH:9]([NH:8][C:6]2[N:5]=[C:4]([NH:15][C:16]3[CH:21]=[CH:20][N:19]=[C:18]([C:22]([F:25])([F:24])[F:23])[CH:17]=3)[N:3]=[C:2]([C:26]#[N:27])[N:7]=2)[CH2:10]1, predict the reactants needed to synthesize it. (3) Given the product [O:8]=[C:4]1[CH2:5][CH2:6][CH2:7][N:2]([C:9]([O:10][CH2:11][C:12]2[CH:17]=[CH:16][CH:15]=[CH:14][CH:13]=2)=[O:18])[CH2:3]1, predict the reactants needed to synthesize it. The reactants are: Cl.[NH:2]1[CH2:7][CH2:6][CH2:5][C:4](=[O:8])[CH2:3]1.[C:9](Cl)(=[O:18])[O:10][CH2:11][C:12]1[CH:17]=[CH:16][CH:15]=[CH:14][CH:13]=1.C(N(CC)CC)C.C1COCC1. (4) Given the product [CH:1]1([C:4]2[C:12]3[C:7](=[N:8][CH:9]=[CH:10][C:11]=3[O:13][C:14]3[CH:19]=[CH:18][C:17]([NH2:20])=[CH:16][C:15]=3[F:24])[NH:6][CH:5]=2)[CH2:3][CH2:2]1, predict the reactants needed to synthesize it. The reactants are: [CH:1]1([C:4]2[C:12]3[C:7](=[N:8][CH:9]=[CH:10][C:11]=3[O:13][C:14]3[CH:19]=[CH:18][C:17]([NH:20]C(=O)C)=[CH:16][C:15]=3[F:24])[N:6](S(C3C=CC(C)=CC=3)(=O)=O)[CH:5]=2)[CH2:3][CH2:2]1.[OH-].[Na+]. (5) The reactants are: [C:1]([Cl:6])(=[O:5])[C:2](Cl)=[O:3].[F:7][C:8]1[CH:13]=[CH:12][CH:11]=[CH:10][C:9]=1[C:14]1[CH:18]=C(C(O)=O)O[N:15]=1. Given the product [F:7][C:8]1[CH:13]=[CH:12][CH:11]=[CH:10][C:9]=1[C:14]1[CH:18]=[C:2]([C:1]([Cl:6])=[O:5])[O:3][N:15]=1, predict the reactants needed to synthesize it. (6) Given the product [Cl:27][C:24]1[CH:23]=[CH:22][C:21]([CH2:20][CH:16]([C:17](=[O:19])[CH3:18])[C:15]([NH:1][C:2]2[CH:3]=[C:4]([OH:9])[CH:5]=[CH:6][C:7]=2[Cl:8])=[O:28])=[CH:26][CH:25]=1, predict the reactants needed to synthesize it. The reactants are: [NH2:1][C:2]1[CH:3]=[C:4]([OH:9])[CH:5]=[CH:6][C:7]=1[Cl:8].C(S[C:15](=[O:28])[CH:16]([CH2:20][C:21]1[CH:26]=[CH:25][C:24]([Cl:27])=[CH:23][CH:22]=1)[C:17](=[O:19])[CH3:18])(C)(C)C. (7) Given the product [CH2:31]([NH:38][CH2:39][CH2:40][NH:41][C:48]([C:46]1[S:47][C:43]([CH3:42])=[CH:44][C:45]=1[NH:51][C:52]1[CH:57]=[CH:56][N:55]=[C:54]2[NH:58][CH:59]=[CH:60][C:53]=12)=[O:49])[C:32]1[CH:37]=[CH:36][CH:35]=[CH:34][CH:33]=1, predict the reactants needed to synthesize it. The reactants are: C(OC(N1CCC(NC(C2SC=CC=2NC2C=CN=C3NC=CC=23)=O)C1)=O)(C)(C)C.[CH2:31]([NH:38][CH2:39][CH2:40][NH2:41])[C:32]1[CH:37]=[CH:36][CH:35]=[CH:34][CH:33]=1.[CH3:42][C:43]1[S:47][C:46]([C:48](O)=[O:49])=[C:45]([NH:51][C:52]2[CH:57]=[CH:56][N:55]=[C:54]3[NH:58][CH:59]=[CH:60][C:53]=23)[CH:44]=1. (8) The reactants are: [NH2:1][C:2]([NH2:4])=[S:3].Br[CH:6]1[C:11](=O)[CH2:10][CH2:9][N:8]([C:13]([O:15][C:16]([CH3:19])([CH3:18])[CH3:17])=[O:14])[CH2:7]1.C(N(CC)CC)C. Given the product [NH2:1][C:2]1[S:3][C:6]2[CH2:7][N:8]([C:13]([O:15][C:16]([CH3:19])([CH3:18])[CH3:17])=[O:14])[CH2:9][CH2:10][C:11]=2[N:4]=1, predict the reactants needed to synthesize it. (9) Given the product [NH2:7][C:8]1[C:9]([C:25]([NH2:27])=[O:26])=[N:10][C:11]([C:15]2[CH:20]=[CH:19][C:18](=[O:21])[N:17]([CH:22]([CH3:24])[CH3:23])[N:16]=2)=[C:12]([C:29]2[S:28][CH:32]=[CH:31][CH:30]=2)[N:13]=1, predict the reactants needed to synthesize it. The reactants are: C([O-])([O-])=O.[Na+].[Na+].[NH2:7][C:8]1[C:9]([C:25]([NH2:27])=[O:26])=[N:10][C:11]([C:15]2[CH:20]=[CH:19][C:18](=[O:21])[N:17]([CH:22]([CH3:24])[CH3:23])[N:16]=2)=[C:12](Cl)[N:13]=1.[S:28]1[CH:32]=[CH:31][CH:30]=[C:29]1B(O)O.